Task: Predict the product of the given reaction.. Dataset: Forward reaction prediction with 1.9M reactions from USPTO patents (1976-2016) (1) Given the reactants [Cl:1][C:2]1[N:3]=[C:4]([N:14]2[CH2:19][CH2:18][O:17][CH2:16][CH2:15]2)[C:5]2[S:10][C:9]([CH:11]=O)=[C:8]([CH3:13])[C:6]=2[N:7]=1.C(O)(=O)C(O)=O.[OH:26][C@@H:27]([CH3:36])[C:28]([N:30]1[CH2:35][CH2:34][NH:33][CH2:32][CH2:31]1)=[O:29].CN1CCOCC1.COC(OC)OC.B.C(C1C=CC(C)=NC=1)C, predict the reaction product. The product is: [Cl:1][C:2]1[N:3]=[C:4]([N:14]2[CH2:19][CH2:18][O:17][CH2:16][CH2:15]2)[C:5]2[S:10][C:9]([CH2:11][N:33]3[CH2:32][CH2:31][N:30]([C:28](=[O:29])[C@@H:27]([OH:26])[CH3:36])[CH2:35][CH2:34]3)=[C:8]([CH3:13])[C:6]=2[N:7]=1. (2) Given the reactants [Br:1][C:2]1[CH:3]=[C:4]2[C:9](=[CH:10][CH:11]=1)[C:8](=[O:12])[NH:7][CH:6]=[C:5]2[S:13]([N:16]1[CH2:22][CH2:21][CH2:20][N:19]([C:23]([O:25][C:26]([CH3:29])([CH3:28])[CH3:27])=[O:24])[CH2:18][CH2:17]1)(=[O:15])=[O:14].CS(O[CH2:35][C:36]1([CH2:39][O:40][Si:41]([C:44]([CH3:47])([CH3:46])[CH3:45])([CH3:43])[CH3:42])[CH2:38][CH2:37]1)(=O)=O.C(=O)([O-])[O-].[Cs+].[Cs+], predict the reaction product. The product is: [Br:1][C:2]1[CH:3]=[C:4]2[C:9](=[CH:10][CH:11]=1)[C:8](=[O:12])[N:7]([CH2:35][C:36]1([CH2:39][O:40][Si:41]([C:44]([CH3:47])([CH3:46])[CH3:45])([CH3:43])[CH3:42])[CH2:37][CH2:38]1)[CH:6]=[C:5]2[S:13]([N:16]1[CH2:22][CH2:21][CH2:20][N:19]([C:23]([O:25][C:26]([CH3:29])([CH3:28])[CH3:27])=[O:24])[CH2:18][CH2:17]1)(=[O:14])=[O:15]. (3) Given the reactants [C:1]([O:5][C:6]([N:8]1[CH2:14][CH2:13][C:12]2[CH:15]=[C:16](OS(C(F)(F)F)(=O)=O)[C:17]([N+:19]([O-:21])=[O:20])=[CH:18][C:11]=2[CH2:10][CH2:9]1)=[O:7])([CH3:4])([CH3:3])[CH3:2].[Br:30][C:31]1[CH:36]=[CH:35][C:34]([SH:37])=[CH:33][CH:32]=1.C(N(C(C)C)C(C)C)C, predict the reaction product. The product is: [C:1]([O:5][C:6]([N:8]1[CH2:9][CH2:10][C:11]2[CH:18]=[C:17]([N+:19]([O-:21])=[O:20])[C:16]([S:37][C:34]3[CH:35]=[CH:36][C:31]([Br:30])=[CH:32][CH:33]=3)=[CH:15][C:12]=2[CH2:13][CH2:14]1)=[O:7])([CH3:3])([CH3:4])[CH3:2]. (4) Given the reactants Cl[CH2:2][C:3]([NH:5][C@H:6]([CH2:14][OH:15])[CH2:7][CH:8]1[CH2:13][CH2:12][CH2:11][CH2:10][CH2:9]1)=[O:4].CC(C)([O-])C.[K+].Cl, predict the reaction product. The product is: [CH:8]1([CH2:7][C@@H:6]2[NH:5][C:3](=[O:4])[CH2:2][O:15][CH2:14]2)[CH2:13][CH2:12][CH2:11][CH2:10][CH2:9]1. (5) The product is: [OH:1][C@H:2]1[CH2:19][CH2:18][C@@:17]2([CH3:20])[C@:4]3([O:30][C@H:5]3[CH2:6][C@@H:7]3[C@@H:16]2[CH2:15][CH2:14][C@@:12]2([CH3:13])[C@H:8]3[CH2:9][CH2:10][C:11]2=[O:21])[CH2:3]1. Given the reactants [OH:1][C@H:2]1[CH2:19][CH2:18][C@@:17]2([CH3:20])[C:4](=[CH:5][CH2:6][C@@H:7]3[C@@H:16]2[CH2:15][CH2:14][C@@:12]2([CH3:13])[C@H:8]3[CH2:9][CH2:10][C:11]2=[O:21])[CH2:3]1.C1C=C(Cl)C=C(C(OO)=[O:30])C=1.[O-]S([O-])=O.[Na+].[Na+].C([O-])(O)=O.[Na+], predict the reaction product. (6) Given the reactants CO[C:3](=[O:16])[C:4]1[CH:9]=[CH:8][C:7]([N:10]2[CH2:14][CH2:13][O:12][C:11]2=[O:15])=[N:6][CH:5]=1.[CH3:17][C:18]1[C:19]([N:25]2[CH2:30][CH2:29][NH:28][CH2:27][CH2:26]2)=[N:20][CH:21]=[C:22]([CH3:24])[CH:23]=1, predict the reaction product. The product is: [CH3:17][C:18]1[C:19]([N:25]2[CH2:26][CH2:27][N:28]([C:3]([C:4]3[CH:9]=[CH:8][C:7]([N:10]4[CH2:14][CH2:13][O:12][C:11]4=[O:15])=[N:6][CH:5]=3)=[O:16])[CH2:29][CH2:30]2)=[N:20][CH:21]=[C:22]([CH3:24])[CH:23]=1. (7) Given the reactants [CH3:1][O:2][C:3]1[C:12]([CH2:13][CH2:14][N:15]2[CH2:20][CH2:19][CH:18]([N:21]3[C:29]4[C:24](=[CH:25][CH:26]=[C:27]([C:30]([O:32]C)=[O:31])[CH:28]=4)[CH:23]=[CH:22]3)[CH2:17][CH2:16]2)=[C:11]2[C:6]([C:7](=[O:36])[CH2:8][C:9]([CH3:35])([CH3:34])[O:10]2)=[CH:5][CH:4]=1.[OH-].[Na+].CO, predict the reaction product. The product is: [CH3:1][O:2][C:3]1[C:12]([CH2:13][CH2:14][N:15]2[CH2:16][CH2:17][CH:18]([N:21]3[C:29]4[C:24](=[CH:25][CH:26]=[C:27]([C:30]([OH:32])=[O:31])[CH:28]=4)[CH:23]=[CH:22]3)[CH2:19][CH2:20]2)=[C:11]2[C:6]([C:7](=[O:36])[CH2:8][C:9]([CH3:34])([CH3:35])[O:10]2)=[CH:5][CH:4]=1.